From a dataset of Forward reaction prediction with 1.9M reactions from USPTO patents (1976-2016). Predict the product of the given reaction. (1) Given the reactants [Si]([O:8][C@H:9]1[CH2:13][N:12]([C:14]([O:16][C:17]([CH3:20])([CH3:19])[CH3:18])=[O:15])[C@H:11]([CH2:21]OS(C)(=O)=O)[CH2:10]1)(C(C)(C)C)(C)C, predict the reaction product. The product is: [OH:8][C@H:9]1[CH2:13][N:12]([C:14]([O:16][C:17]([CH3:20])([CH3:19])[CH3:18])=[O:15])[C@H:11]([CH3:21])[CH2:10]1. (2) Given the reactants N1N[N:3]=[N:4][C:5]=1[C:6]1[CH:19]=[CH:18][C:17]2[C:8](=[C:9]3[C:14](=[CH:15][CH:16]=2)[CH:13]=[CH:12][CH:11]=[N:10]3)[N:7]=1.[N:20]1[CH:25]=[CH:24][CH:23]=[CH:22][CH:21]=1.[C:26](Cl)(=[O:36])[C:27]1[CH:35]=[CH:34][CH:33]=[C:29]([C:30](Cl)=[O:31])[CH:28]=1.O, predict the reaction product. The product is: [N:20]1[C:25]2[C:24](=[CH:15][CH:16]=[C:17]3[C:8]=2[N:7]=[CH:6][CH:19]=[CH:18]3)[CH:23]=[CH:22][C:21]=1[C:5]1[O:36][C:26]([C:27]2[CH:35]=[CH:34][CH:33]=[C:29]([C:30]3[O:31][C:5]([C:6]4[CH:19]=[CH:18][C:17]5[C:8](=[C:9]6[C:14](=[CH:15][CH:16]=5)[CH:13]=[CH:12][CH:11]=[N:10]6)[N:7]=4)=[N:4][N:3]=3)[CH:28]=2)=[N:3][N:4]=1. (3) Given the reactants CS(O[CH:6]([C:8]1[CH:12]=[CH:11][O:10][N:9]=1)[CH3:7])(=O)=O.C(=O)([O-])[O-].[Cs+].[Cs+].[F:19][C:20]1[CH:25]=[CH:24][C:23]([C:26]2[N:27]=[CH:28][N:29]([CH:37]3[CH2:42][CH2:41][NH:40][CH2:39][CH2:38]3)[C:30]=2[C:31]2[CH:36]=[CH:35][N:34]=[CH:33][N:32]=2)=[CH:22][CH:21]=1.C(OCC)(=O)C, predict the reaction product. The product is: [F:19][C:20]1[CH:21]=[CH:22][C:23]([C:26]2[N:27]=[CH:28][N:29]([CH:37]3[CH2:42][CH2:41][N:40]([C@@H:6]([C:8]4[CH:12]=[CH:11][O:10][N:9]=4)[CH3:7])[CH2:39][CH2:38]3)[C:30]=2[C:31]2[CH:36]=[CH:35][N:34]=[CH:33][N:32]=2)=[CH:24][CH:25]=1. (4) Given the reactants [F:1][C:2]1[CH:3]=[CH:4][C:5]([N:8]([C:10](=O)[CH2:11][CH2:12][N:13]2[CH2:17][CH2:16][CH2:15][CH2:14]2)N)=[N:6][CH:7]=1.C1(P(C2C=CC=CC=2)C2C=CC=CC=2)C=CC=CC=1.C([N:40](CC)CC)C.ClC(Cl)(Cl)C(Cl)(Cl)Cl, predict the reaction product. The product is: [F:1][C:2]1[CH:3]=[CH:4][C:5]2[N:8]([C:10]([CH2:11][CH2:12][N:13]3[CH2:17][CH2:16][CH2:15][CH2:14]3)=[N:40][N:6]=2)[CH:7]=1.